Dataset: Full USPTO retrosynthesis dataset with 1.9M reactions from patents (1976-2016). Task: Predict the reactants needed to synthesize the given product. (1) The reactants are: [N:1]1[CH:6]=[CH:5][C:4]([C:7]2[CH:8]=[C:9]3[C:13](=[CH:14][CH:15]=2)[NH:12][CH:11]=[CH:10]3)=[CH:3][CH:2]=1.O1CCOCC1.O1CCCC1.[Br:27][CH2:28][CH2:29][C@H:30]1[C:38]2[C:33](=[CH:34][CH:35]=[CH:36][CH:37]=2)[N:32]([C:39]([NH2:41])=[O:40])[CH2:31]1. Given the product [Br-:27].[C:39]([N:32]1[C:33]2[C:38](=[CH:37][CH:36]=[CH:35][CH:34]=2)[C@H:30]([CH2:29][CH2:28][N+:1]2[CH:6]=[CH:5][C:4]([C:7]3[CH:8]=[C:9]4[C:13](=[CH:14][CH:15]=3)[NH:12][CH:11]=[CH:10]4)=[CH:3][CH:2]=2)[CH2:31]1)(=[O:40])[NH2:41], predict the reactants needed to synthesize it. (2) Given the product [F:3][C:4]([F:8])([F:7])[CH2:5][O:6][CH2:10][C:11]1[C:15]2[CH:16]=[CH:17][CH:18]=[CH:19][C:14]=2[O:13][C:12]=1[C:20]([OH:22])=[O:21], predict the reactants needed to synthesize it. The reactants are: [H-].[Na+].[F:3][C:4]([F:8])([F:7])[CH2:5][OH:6].Br[CH2:10][C:11]1[C:15]2[CH:16]=[CH:17][CH:18]=[CH:19][C:14]=2[O:13][C:12]=1[C:20]([O:22]C)=[O:21].[OH-].[Na+].Cl. (3) Given the product [C:1]([N:4]1[C:13]2[C:8](=[CH:9][C:10]([C:14]([NH2:31])=[O:15])=[CH:11][CH:12]=2)[CH:7]([NH:17][C:18]2[CH:23]=[CH:22][C:21]([CH:24]3[CH2:29][CH2:28][O:27][CH2:26][CH2:25]3)=[CH:20][CH:19]=2)[CH2:6][CH:5]1[CH3:30])(=[O:3])[CH3:2], predict the reactants needed to synthesize it. The reactants are: [C:1]([N:4]1[C:13]2[C:8](=[CH:9][C:10]([C:14](O)=[O:15])=[CH:11][CH:12]=2)[C@H:7]([NH:17][C:18]2[CH:23]=[CH:22][C:21]([CH:24]3[CH2:29][CH2:28][O:27][CH2:26][CH2:25]3)=[CH:20][CH:19]=2)[CH2:6][C@@H:5]1[CH3:30])(=[O:3])[CH3:2].[NH3:31]. (4) Given the product [Cl:1][C:2]1[CH:7]=[CH:6][CH:5]=[CH:4][C:3]=1[C:8]1[C:16]2[C:11](=[N:12][C:13]([O:22][C:23]3[CH:28]=[CH:27][C:26]([F:29])=[CH:25][C:24]=3[F:30])=[N:14][C:15]=2[NH:17][CH2:18][CH:19]([OH:21])[CH3:20])[N:10]([CH2:31][OH:32])[N:9]=1, predict the reactants needed to synthesize it. The reactants are: [Cl:1][C:2]1[CH:7]=[CH:6][CH:5]=[CH:4][C:3]=1[C:8]1[C:16]2[C:11](=[N:12][C:13]([O:22][C:23]3[CH:28]=[CH:27][C:26]([F:29])=[CH:25][C:24]=3[F:30])=[N:14][C:15]=2[NH:17][CH2:18][C@@H:19]([OH:21])[CH3:20])[NH:10][N:9]=1.[CH2:31]=[O:32]. (5) The reactants are: NC1C=CC(OC2C=C3C(=CC=2)OC(C2C=CC=CC=2)CC3)=NC=1.[CH3:25][O:26][C:27]1[CH:32]=[CH:31][C:30]([CH:33]2[CH2:42][CH:41]([OH:43])[C:40]3[C:35](=[CH:36][CH:37]=[C:38]([O:44][C:45]4[CH:50]=[CH:49][C:48]([N+:51]([O-])=O)=[CH:47][N:46]=4)[CH:39]=3)[O:34]2)=[CH:29][CH:28]=1. Given the product [NH2:51][C:48]1[CH:49]=[CH:50][C:45]([O:44][C:38]2[CH:39]=[C:40]3[C:35](=[CH:36][CH:37]=2)[O:34][CH:33]([C:30]2[CH:31]=[CH:32][C:27]([O:26][CH3:25])=[CH:28][CH:29]=2)[CH2:42][CH:41]3[OH:43])=[N:46][CH:47]=1, predict the reactants needed to synthesize it. (6) Given the product [CH2:1]([N:8]1[C:12]2=[N:13][CH:14]=[CH:15][C:16]([NH:18][C:19]3[CH:28]=[CH:27][C:26]([Cl:29])=[CH:25][C:20]=3[C:21]([O:23][CH3:24])=[O:22])=[C:11]2[CH:10]=[CH:9]1)[C:2]1[CH:7]=[CH:6][CH:5]=[CH:4][CH:3]=1, predict the reactants needed to synthesize it. The reactants are: [CH2:1]([N:8]1[C:12]2=[N:13][CH:14]=[CH:15][C:16](Br)=[C:11]2[CH:10]=[CH:9]1)[C:2]1[CH:7]=[CH:6][CH:5]=[CH:4][CH:3]=1.[NH2:18][C:19]1[CH:28]=[CH:27][C:26]([Cl:29])=[CH:25][C:20]=1[C:21]([O:23][CH3:24])=[O:22].C(=O)([O-])[O-].[Cs+].[Cs+].C1(C)C=CC=CC=1. (7) Given the product [Br:13][C:14]1[CH:15]=[C:16]([CH3:22])[C:17]([C:7]2[CH:12]=[CH:11][CH:10]=[CH:9][CH:8]=2)=[C:18]([CH3:20])[CH:19]=1, predict the reactants needed to synthesize it. The reactants are: C([Li])CCC.Br[C:7]1[CH:12]=[CH:11][CH:10]=[CH:9][CH:8]=1.[Br:13][C:14]1[CH:15]=[C:16]([CH3:22])[C:17](I)=[C:18]([CH3:20])[CH:19]=1.